This data is from Peptide-MHC class I binding affinity with 185,985 pairs from IEDB/IMGT. The task is: Regression. Given a peptide amino acid sequence and an MHC pseudo amino acid sequence, predict their binding affinity value. This is MHC class I binding data. (1) The MHC is HLA-B39:01 with pseudo-sequence HLA-B39:01. The binding affinity (normalized) is 1.00. The peptide sequence is FHLRSRFAF. (2) The peptide sequence is RMYNPTNIL. The MHC is Mamu-B3901 with pseudo-sequence Mamu-B3901. The binding affinity (normalized) is 0.283. (3) The peptide sequence is YLSGTDDEV. The binding affinity (normalized) is 0.304. The MHC is HLA-A68:02 with pseudo-sequence HLA-A68:02. (4) The peptide sequence is EGAGIDDPV. The MHC is HLA-B58:01 with pseudo-sequence HLA-B58:01. The binding affinity (normalized) is 0.213. (5) The peptide sequence is IILFILFFAY. The MHC is HLA-A31:01 with pseudo-sequence HLA-A31:01. The binding affinity (normalized) is 0.335. (6) The peptide sequence is TCQGSDDIK. The MHC is HLA-A11:01 with pseudo-sequence HLA-A11:01. The binding affinity (normalized) is 0.102.